The task is: Predict which catalyst facilitates the given reaction.. This data is from Catalyst prediction with 721,799 reactions and 888 catalyst types from USPTO. Reactant: [Br:1][C:2]1[CH:10]=[C:9]2[C:5]([CH:6]=[CH:7][NH:8]2)=[CH:4][CH:3]=1.[H-].[Na+].I[CH3:14].Cl. Product: [Br:1][C:2]1[CH:10]=[C:9]2[C:5]([CH:6]=[CH:7][N:8]2[CH3:14])=[CH:4][CH:3]=1. The catalyst class is: 20.